From a dataset of Merck oncology drug combination screen with 23,052 pairs across 39 cell lines. Regression. Given two drug SMILES strings and cell line genomic features, predict the synergy score measuring deviation from expected non-interaction effect. (1) Drug 1: O=S1(=O)NC2(CN1CC(F)(F)F)C1CCC2Cc2cc(C=CCN3CCC(C(F)(F)F)CC3)ccc2C1. Drug 2: C=CCn1c(=O)c2cnc(Nc3ccc(N4CCN(C)CC4)cc3)nc2n1-c1cccc(C(C)(C)O)n1. Cell line: NCIH520. Synergy scores: synergy=2.46. (2) Drug 1: COC1=C2CC(C)CC(OC)C(O)C(C)C=C(C)C(OC(N)=O)C(OC)C=CC=C(C)C(=O)NC(=CC1=O)C2=O. Drug 2: CCc1c2c(nc3ccc(O)cc13)-c1cc3c(c(=O)n1C2)COC(=O)C3(O)CC. Cell line: A2780. Synergy scores: synergy=5.31. (3) Drug 1: O=c1[nH]cc(F)c(=O)[nH]1. Drug 2: CCc1cnn2c(NCc3ccc[n+]([O-])c3)cc(N3CCCCC3CCO)nc12. Cell line: HT29. Synergy scores: synergy=-2.54. (4) Drug 1: CC1CC2C3CCC4=CC(=O)C=CC4(C)C3(F)C(O)CC2(C)C1(O)C(=O)CO. Drug 2: CS(=O)(=O)CCNCc1ccc(-c2ccc3ncnc(Nc4ccc(OCc5cccc(F)c5)c(Cl)c4)c3c2)o1. Cell line: SW837. Synergy scores: synergy=14.4. (5) Drug 1: NC(=O)c1cccc2cn(-c3ccc(C4CCCNC4)cc3)nc12. Drug 2: Cn1c(=O)n(-c2ccc(C(C)(C)C#N)cc2)c2c3cc(-c4cnc5ccccc5c4)ccc3ncc21. Cell line: A375. Synergy scores: synergy=45.1.